This data is from Reaction yield outcomes from USPTO patents with 853,638 reactions. The task is: Predict the reaction yield, written as a fraction of the theoretical maximum amount of product (1.0 means a 100% yield; for example, 0.34 means a 34% yield). (1) The reactants are [C:1]1([CH2:7][O:8][C@@H:9]2[C@@H:13]([CH2:14][O:15][CH2:16][C:17]3[CH:22]=[CH:21][CH:20]=[CH:19][CH:18]=3)[C:12](=[O:23])[CH:11]=[CH:10]2)[CH:6]=[CH:5][CH:4]=[CH:3][CH:2]=1.C([BH-](C(CC)C)C(CC)C)(CC)C.[Li+].C1C=CC(N([S:45]([C:48]([F:51])([F:50])[F:49])(=[O:47])=[O:46])[S:45]([C:48]([F:51])([F:50])[F:49])(=[O:47])=[O:46])=CC=1.[NH4+].[Cl-]. The catalyst is C1COCC1. The product is [C:1]1([CH2:7][O:8][C@@H:9]2[C@@H:13]([CH2:14][O:15][CH2:16][C:17]3[CH:18]=[CH:19][CH:20]=[CH:21][CH:22]=3)[C:12]([O:23][S:45]([C:48]([F:51])([F:50])[F:49])(=[O:47])=[O:46])=[CH:11][CH2:10]2)[CH:2]=[CH:3][CH:4]=[CH:5][CH:6]=1. The yield is 1.00. (2) The reactants are [N:1]([CH2:4][CH2:5][NH:6][C:7](=[O:21])[CH2:8][CH2:9][CH2:10][CH2:11][CH2:12][CH2:13][CH2:14][CH2:15][CH2:16][CH2:17][CH2:18][CH2:19]C)=[N+:2]=[N-:3].N([CH2:25][CH2:26]N)=[N+]=[N-].C(N(CC)CC)C. The catalyst is ClCCl. The product is [N:1]([CH2:4][CH2:5][NH:6][C:7](=[O:21])[C:8]1[CH:9]=[CH:10][C:11]([CH2:12][CH2:13][CH2:14][CH2:15][CH2:16][CH2:17][CH2:18][CH3:19])=[CH:26][CH:25]=1)=[N+:2]=[N-:3]. The yield is 0.690. (3) The reactants are [CH3:1][C:2]1[CH:7]=[C:6]([NH2:8])[CH:5]=[CH:4][N:3]=1.C[Al](C)C.C([O:15][C:16]([C:18]1[N:19]=[C:20]([CH3:31])[S:21][C:22]=1[NH:23][C:24]([O:26][C:27]([CH3:30])([CH3:29])[CH3:28])=[O:25])=O)C.S([O-])([O-])(=O)=O.[Na+].[Na+]. The catalyst is O1CCOCC1.O. The product is [C:27]([O:26][C:24](=[O:25])[NH:23][C:22]1[S:21][C:20]([CH3:31])=[N:19][C:18]=1[C:16](=[O:15])[NH:8][C:6]1[CH:5]=[CH:4][N:3]=[C:2]([CH3:1])[CH:7]=1)([CH3:30])([CH3:28])[CH3:29]. The yield is 0.830.